From a dataset of Catalyst prediction with 721,799 reactions and 888 catalyst types from USPTO. Predict which catalyst facilitates the given reaction. (1) Reactant: [C:1]([O:5][C:6]([NH:8][C@@H:9]([CH2:15][CH2:16][C:17](=[O:21])[CH:18]=[N+]=[N-])[C:10]([O:12][CH2:13][CH3:14])=[O:11])=[O:7])([CH3:4])([CH3:3])[CH3:2]. Product: [O:21]=[C:17]1[CH2:18][N:8]([C:6]([O:5][C:1]([CH3:4])([CH3:3])[CH3:2])=[O:7])[C@H:9]([C:10]([O:12][CH2:13][CH3:14])=[O:11])[CH2:15][CH2:16]1. The catalyst class is: 2. (2) Reactant: C([O:3][C:4]([C:6]1[CH:7]=[C:8]2[C:12](=[CH:13][CH:14]=1)[N:11]([CH:15]1[CH2:20][CH2:19][CH2:18][CH2:17][O:16]1)[N:10]=[C:9]2[C:21]1[O:22][C:23]2[CH:29]=[CH:28][CH:27]=[CH:26][C:24]=2[CH:25]=1)=[O:5])C.O1CCCC1.[OH-].[Na+].Cl. Product: [O:22]1[C:23]2[CH:29]=[CH:28][CH:27]=[CH:26][C:24]=2[CH:25]=[C:21]1[C:9]1[C:8]2[C:12](=[CH:13][CH:14]=[C:6]([C:4]([OH:5])=[O:3])[CH:7]=2)[N:11]([CH:15]2[CH2:20][CH2:19][CH2:18][CH2:17][O:16]2)[N:10]=1. The catalyst class is: 72. (3) Reactant: Br[C:2]1[CH:7]=[CH:6][CH:5]=[C:4]([C:8]([CH3:11])([CH3:10])[CH3:9])[N:3]=1.O.[CH3:13][N:14](C)C=O. Product: [C:8]([C:4]1[CH:5]=[CH:6][CH:7]=[C:2]([C:13]#[N:14])[N:3]=1)([CH3:11])([CH3:10])[CH3:9]. The catalyst class is: 267. (4) Reactant: [CH:1]1([Mg]Br)[CH2:3][CH2:2]1.[F:6][C:7]1[CH:14]=[C:13]([C:15]([F:18])([F:17])[F:16])[CH:12]=[CH:11][C:8]=1[CH:9]=[O:10].O.C(OCC)(=O)C. Product: [CH:1]1([CH:9]([C:8]2[CH:11]=[CH:12][C:13]([C:15]([F:16])([F:17])[F:18])=[CH:14][C:7]=2[F:6])[OH:10])[CH2:3][CH2:2]1. The catalyst class is: 165. (5) The catalyst class is: 5. Reactant: [CH2:1]([NH2:6])[CH2:2][CH2:3][CH2:4][NH2:5].[C:7]([OH:11])(=[O:10])[CH:8]=[CH2:9].[C:12]([OH:16])(=[O:15])[CH:13]=[CH2:14].[C:17]([OH:21])(=[O:20])[CH:18]=[CH2:19].[CH2:22]([C:24]([CH2:29][OH:30])([CH2:27][OH:28])[CH2:25][CH3:26])[OH:23]. Product: [CH2:22]([C:24]([CH2:29][OH:30])([CH2:27][OH:28])[CH2:25][CH3:26])[OH:23].[C:7]([OH:11])(=[O:10])[CH:8]=[CH2:9].[C:12]([OH:16])(=[O:15])[CH:13]=[CH2:14].[C:17]([OH:21])(=[O:20])[CH:18]=[CH2:19].[CH2:22]([C:24]([CH2:29][OH:30])([CH2:27][OH:28])[CH2:25][CH3:26])[OH:23].[CH2:1]([NH2:6])[CH2:2][CH2:3][CH2:4][NH2:5]. (6) Reactant: [NH2:1][C@H:2]1[CH2:8][CH2:7][CH2:6][CH2:5][NH:4][C:3]1=[O:9].C([O-])(O)=O.[Na+].C1COCC1.[CH3:20][C:21]([O:24][C:25](O[C:25]([O:24][C:21]([CH3:23])([CH3:22])[CH3:20])=[O:26])=[O:26])([CH3:23])[CH3:22]. Product: [O:9]=[C:3]1[C@@H:2]([NH:1][C:25](=[O:26])[O:24][C:21]([CH3:23])([CH3:22])[CH3:20])[CH2:8][CH2:7][CH2:6][CH2:5][NH:4]1. The catalyst class is: 25.